This data is from NCI-60 drug combinations with 297,098 pairs across 59 cell lines. The task is: Regression. Given two drug SMILES strings and cell line genomic features, predict the synergy score measuring deviation from expected non-interaction effect. (1) Drug 1: C1=CC=C(C=C1)NC(=O)CCCCCCC(=O)NO. Drug 2: CC1C(C(CC(O1)OC2CC(CC3=C2C(=C4C(=C3O)C(=O)C5=C(C4=O)C(=CC=C5)OC)O)(C(=O)CO)O)N)O.Cl. Cell line: K-562. Synergy scores: CSS=50.1, Synergy_ZIP=-10.9, Synergy_Bliss=-7.11, Synergy_Loewe=-4.00, Synergy_HSA=-2.76. (2) Drug 1: C1=NC2=C(N1)C(=S)N=C(N2)N. Synergy scores: CSS=16.0, Synergy_ZIP=-8.78, Synergy_Bliss=-4.53, Synergy_Loewe=-14.9, Synergy_HSA=-3.90. Drug 2: C1CN(P(=O)(OC1)NCCCl)CCCl. Cell line: MDA-MB-231. (3) Drug 1: CCC1(CC2CC(C3=C(CCN(C2)C1)C4=CC=CC=C4N3)(C5=C(C=C6C(=C5)C78CCN9C7C(C=CC9)(C(C(C8N6C=O)(C(=O)OC)O)OC(=O)C)CC)OC)C(=O)OC)O.OS(=O)(=O)O. Drug 2: CC1=C(C(=CC=C1)Cl)NC(=O)C2=CN=C(S2)NC3=CC(=NC(=N3)C)N4CCN(CC4)CCO. Cell line: U251. Synergy scores: CSS=8.45, Synergy_ZIP=-3.00, Synergy_Bliss=-1.76, Synergy_Loewe=-21.1, Synergy_HSA=-4.67. (4) Drug 1: C1=NC2=C(N=C(N=C2N1C3C(C(C(O3)CO)O)O)F)N. Drug 2: C(CN)CNCCSP(=O)(O)O. Cell line: OVCAR3. Synergy scores: CSS=4.53, Synergy_ZIP=9.07, Synergy_Bliss=12.4, Synergy_Loewe=6.57, Synergy_HSA=6.34. (5) Drug 1: CCC1=CC2CC(C3=C(CN(C2)C1)C4=CC=CC=C4N3)(C5=C(C=C6C(=C5)C78CCN9C7C(C=CC9)(C(C(C8N6C)(C(=O)OC)O)OC(=O)C)CC)OC)C(=O)OC.C(C(C(=O)O)O)(C(=O)O)O. Drug 2: CC1=C(N=C(N=C1N)C(CC(=O)N)NCC(C(=O)N)N)C(=O)NC(C(C2=CN=CN2)OC3C(C(C(C(O3)CO)O)O)OC4C(C(C(C(O4)CO)O)OC(=O)N)O)C(=O)NC(C)C(C(C)C(=O)NC(C(C)O)C(=O)NCCC5=NC(=CS5)C6=NC(=CS6)C(=O)NCCC[S+](C)C)O. Cell line: EKVX. Synergy scores: CSS=15.7, Synergy_ZIP=-4.34, Synergy_Bliss=-2.23, Synergy_Loewe=-3.54, Synergy_HSA=-2.25. (6) Drug 1: C1=CC(=CC=C1C#N)C(C2=CC=C(C=C2)C#N)N3C=NC=N3. Drug 2: CN1C2=C(C=C(C=C2)N(CCCl)CCCl)N=C1CCCC(=O)O.Cl. Cell line: EKVX. Synergy scores: CSS=1.64, Synergy_ZIP=-1.20, Synergy_Bliss=-0.376, Synergy_Loewe=-1.39, Synergy_HSA=-1.77. (7) Drug 1: CC1C(C(CC(O1)OC2CC(CC3=C2C(=C4C(=C3O)C(=O)C5=C(C4=O)C(=CC=C5)OC)O)(C(=O)C)O)N)O.Cl. Drug 2: C1CC(=O)NC(=O)C1N2C(=O)C3=CC=CC=C3C2=O. Cell line: K-562. Synergy scores: CSS=34.0, Synergy_ZIP=3.93, Synergy_Bliss=5.61, Synergy_Loewe=-30.7, Synergy_HSA=4.37. (8) Drug 1: CC1CCC2CC(C(=CC=CC=CC(CC(C(=O)C(C(C(=CC(C(=O)CC(OC(=O)C3CCCCN3C(=O)C(=O)C1(O2)O)C(C)CC4CCC(C(C4)OC)O)C)C)O)OC)C)C)C)OC. Drug 2: C1=NNC2=C1C(=O)NC=N2. Cell line: MDA-MB-231. Synergy scores: CSS=13.2, Synergy_ZIP=-4.03, Synergy_Bliss=1.77, Synergy_Loewe=-7.77, Synergy_HSA=0.443. (9) Drug 1: CNC(=O)C1=CC=CC=C1SC2=CC3=C(C=C2)C(=NN3)C=CC4=CC=CC=N4. Drug 2: C(=O)(N)NO. Cell line: SW-620. Synergy scores: CSS=23.3, Synergy_ZIP=-0.848, Synergy_Bliss=4.88, Synergy_Loewe=-1.34, Synergy_HSA=2.34.